From a dataset of Reaction yield outcomes from USPTO patents with 853,638 reactions. Predict the reaction yield, written as a fraction of the theoretical maximum amount of product (1.0 means a 100% yield; for example, 0.34 means a 34% yield). (1) The reactants are Br[C:2]1[CH:6]=[CH:5][S:4][C:3]=1/[CH:7]=[N:8]/[N:9]=[C:10]([C:17]1[CH:22]=[CH:21][CH:20]=[CH:19][CH:18]=1)[C:11]1[CH:16]=[CH:15][CH:14]=[CH:13][CH:12]=1.[C:23]1([C:29](=[N:36][NH2:37])[C:30]2[CH:35]=[CH:34][CH:33]=[CH:32][CH:31]=2)[CH:28]=[CH:27][CH:26]=[CH:25][CH:24]=1.C([O-])([O-])=O.[Cs+].[Cs+]. The catalyst is C1(C)C=CC=CC=1.C([O-])(=O)C.[Pd+2].C([O-])(=O)C.C1(P(C2C=CC=CC=2)[C-]2C=CC=C2)C=CC=CC=1.[C-]1(P(C2C=CC=CC=2)C2C=CC=CC=2)C=CC=C1.[Fe+2]. The product is [C:11]1([C:10]([C:17]2[CH:22]=[CH:21][CH:20]=[CH:19][CH:18]=2)=[N:9]/[N:8]=[CH:7]/[C:3]2[S:4][CH:5]=[CH:6][C:2]=2[NH:37][N:36]=[C:29]([C:23]2[CH:28]=[CH:27][CH:26]=[CH:25][CH:24]=2)[C:30]2[CH:35]=[CH:34][CH:33]=[CH:32][CH:31]=2)[CH:16]=[CH:15][CH:14]=[CH:13][CH:12]=1. The yield is 0.790. (2) The reactants are [CH3:1][O:2][C:3](=[O:36])[CH2:4][CH2:5][CH2:6]/[CH:7]=[CH:8]\[CH2:9][C@H:10]1[C:14](=[O:15])[CH:13]=[CH:12][C@@H:11]1/[CH:16]=[CH:17]/[C@@H:18]([O:28][Si:29]([C:32]([CH3:35])([CH3:34])[CH3:33])([CH3:31])[CH3:30])[CH2:19][CH2:20][C:21]1[S:22][C:23]([CH3:27])=[C:24]([Br:26])[CH:25]=1. The catalyst is C1(C)C=CC=CC=1.C1C=CC(P(C2C=CC=CC=2)C2C=CC=CC=2)=CC=1.C1C=CC(P(C2C=CC=CC=2)C2C=CC=CC=2)=CC=1.C1C=CC(P(C2C=CC=CC=2)C2C=CC=CC=2)=CC=1.C1C=CC(P(C2C=CC=CC=2)C2C=CC=CC=2)=CC=1.C1C=CC(P(C2C=CC=CC=2)C2C=CC=CC=2)=CC=1.C1C=CC(P(C2C=CC=CC=2)C2C=CC=CC=2)=CC=1.[Cu].[Cu].[Cu].[Cu].[Cu].[Cu]. The product is [CH3:1][O:2][C:3](=[O:36])[CH2:4][CH2:5][CH2:6]/[CH:7]=[CH:8]\[CH2:9][C@H:10]1[C:14](=[O:15])[CH2:13][CH2:12][C@@H:11]1/[CH:16]=[CH:17]/[C@@H:18]([O:28][Si:29]([C:32]([CH3:34])([CH3:33])[CH3:35])([CH3:30])[CH3:31])[CH2:19][CH2:20][C:21]1[S:22][C:23]([CH3:27])=[C:24]([Br:26])[CH:25]=1. The yield is 0.890. (3) The reactants are [C:1]([C@H:3]1[CH2:8][CH2:7][CH2:6][C@H:5]([NH:9][C:10]([C:12]2[C:20]3[C:15](=[N:16][CH:17]=[C:18]([C:21]4[C:29]5[C:24](=[CH:25][C:26]([Cl:30])=[CH:27][CH:28]=5)[N:23]([CH3:31])[N:22]=4)[N:19]=3)[N:14](COCC[Si](C)(C)C)[CH:13]=2)=[O:11])[CH2:4]1)#[N:2].FC(F)(F)C(O)=O.C(N)CN. The catalyst is ClCCl. The product is [C:1]([C@H:3]1[CH2:8][CH2:7][CH2:6][C@H:5]([NH:9][C:10]([C:12]2[C:20]3[C:15](=[N:16][CH:17]=[C:18]([C:21]4[C:29]5[C:24](=[CH:25][C:26]([Cl:30])=[CH:27][CH:28]=5)[N:23]([CH3:31])[N:22]=4)[N:19]=3)[NH:14][CH:13]=2)=[O:11])[CH2:4]1)#[N:2]. The yield is 0.950.